From a dataset of Full USPTO retrosynthesis dataset with 1.9M reactions from patents (1976-2016). Predict the reactants needed to synthesize the given product. (1) Given the product [C:1]([C:4]1[CH:9]=[N:8][N:7]([C:17]2[CH:22]=[CH:21][CH:20]=[CH:19][CH:18]=2)[C:6](=[O:10])[C:5]=1[C:11]1[CH:16]=[CH:15][CH:14]=[CH:13][CH:12]=1)(=[O:3])[CH3:2], predict the reactants needed to synthesize it. The reactants are: [C:1]([C:4]1[CH:9]=[N:8][NH:7][C:6](=[O:10])[C:5]=1[C:11]1[CH:16]=[CH:15][CH:14]=[CH:13][CH:12]=1)(=[O:3])[CH3:2].[C:17]1(B(O)O)[CH:22]=[CH:21][CH:20]=[CH:19][CH:18]=1.N1C=CC=CC=1. (2) Given the product [CH3:3][C:2](=[CH2:4])[C:1]([O:6][CH2:7][CH2:8][NH:9][C:10]([O:19][CH2:18][CH2:17][O:16][C:12](=[O:15])[CH:13]=[CH2:14])=[O:11])=[O:5], predict the reactants needed to synthesize it. The reactants are: [C:1]([O:6][CH2:7][CH2:8][N:9]=[C:10]=[O:11])(=[O:5])[C:2]([CH3:4])=[CH2:3].[C:12]([O:16][CH2:17][CH2:18][OH:19])(=[O:15])[CH:13]=[CH2:14]. (3) Given the product [CH2:1]([O:3][C:4]([C:6]1[N:7]([CH3:16])[C:8]2[C:13]([CH:14]=1)=[CH:12][C:11]([NH:15][S:32]([C:35]([F:38])([F:37])[F:36])(=[O:33])=[O:31])=[CH:10][CH:9]=2)=[O:5])[CH3:2], predict the reactants needed to synthesize it. The reactants are: [CH2:1]([O:3][C:4]([C:6]1[N:7]([CH3:16])[C:8]2[C:13]([CH:14]=1)=[CH:12][C:11]([NH2:15])=[CH:10][CH:9]=2)=[O:5])[CH3:2].C(N(CC)CC)C.C(=O)=O.CC(C)=O.[O:31](S(C(F)(F)F)(=O)=O)[S:32]([C:35]([F:38])([F:37])[F:36])(=O)=[O:33]. (4) Given the product [NH2:15][C:12]1[CH:11]=[CH:10][C:9]([NH:8][C:1](=[O:3])[C:31]2[CH:30]=[CH:26][CH:25]=[C:24]([CH3:23])[CH:32]=2)=[CH:14][CH:13]=1, predict the reactants needed to synthesize it. The reactants are: [C:1]([NH:8][C:9]1[CH:14]=[CH:13][C:12]([NH2:15])=[CH:11][CH:10]=1)([O:3]C(C)(C)C)=O.C(N(CC)CC)C.[CH3:23][C:24]1[CH:25]=[C:26]([CH:30]=[CH:31][CH:32]=1)C(Cl)=O.